From a dataset of Reaction yield outcomes from USPTO patents with 853,638 reactions. Predict the reaction yield, written as a fraction of the theoretical maximum amount of product (1.0 means a 100% yield; for example, 0.34 means a 34% yield). The reactants are [CH2:1]([NH:3][NH2:4])[CH3:2].[F:5][C:6]([F:17])([F:16])[C:7](=O)[CH:8]([CH3:14])[C:9](OCC)=[O:10].Cl. The catalyst is C(O)C. The product is [CH2:1]([N:3]1[C:9]([OH:10])=[C:8]([CH3:14])[C:7]([C:6]([F:17])([F:16])[F:5])=[N:4]1)[CH3:2]. The yield is 0.718.